From a dataset of Reaction yield outcomes from USPTO patents with 853,638 reactions. Predict the reaction yield, written as a fraction of the theoretical maximum amount of product (1.0 means a 100% yield; for example, 0.34 means a 34% yield). (1) The reactants are [CH:1]1([C:4]2[O:8][N:7]=[C:6]([C:9]3[CH:14]=[CH:13][CH:12]=[CH:11][C:10]=3[O:15][C:16]([F:19])([F:18])[F:17])[C:5]=2[CH2:20]O)[CH2:3][CH2:2]1.P(Br)(Br)[Br:23]. The catalyst is C(Cl)Cl. The product is [Br:23][CH2:20][C:5]1[C:6]([C:9]2[CH:14]=[CH:13][CH:12]=[CH:11][C:10]=2[O:15][C:16]([F:19])([F:18])[F:17])=[N:7][O:8][C:4]=1[CH:1]1[CH2:3][CH2:2]1. The yield is 0.790. (2) The reactants are [OH-].[Li+].[Br:3][C:4]1[N:5]([C:17]2[C:26]3[C:21](=[CH:22][CH:23]=[CH:24][CH:25]=3)[C:20]([CH:27]3[CH2:29][CH2:28]3)=[CH:19][CH:18]=2)[C:6]([S:9]CCC(OCC)=O)=[N:7][N:8]=1.Cl. The catalyst is C1COCC1.CO. The product is [Br:3][C:4]1[N:5]([C:17]2[C:26]3[C:21](=[CH:22][CH:23]=[CH:24][CH:25]=3)[C:20]([CH:27]3[CH2:29][CH2:28]3)=[CH:19][CH:18]=2)[C:6]([SH:9])=[N:7][N:8]=1. The yield is 0.780. (3) The yield is 0.880. The catalyst is O1CCOCC1.C1C=CC(P(C2C=CC=CC=2)[C-]2C=CC=C2)=CC=1.C1C=CC(P(C2C=CC=CC=2)[C-]2C=CC=C2)=CC=1.Cl[Pd]Cl.[Fe+2]. The product is [CH2:9]([N:7]1[CH:8]=[C:4]([B:14]2[O:15][C:16]([CH3:18])([CH3:17])[C:12]([CH3:28])([CH3:11])[O:13]2)[CH:5]=[N:6]1)[CH3:10]. The reactants are N#N.Br[C:4]1[CH:5]=[N:6][N:7]([CH2:9][CH3:10])[CH:8]=1.[CH3:11][C:12]1([CH3:28])[C:16]([CH3:18])([CH3:17])[O:15][B:14]([B:14]2[O:15][C:16]([CH3:18])([CH3:17])[C:12]([CH3:28])([CH3:11])[O:13]2)[O:13]1.C([O-])(=O)C.[K+]. (4) The reactants are C([O:5][C:6](=[O:43])[CH2:7][C@@H:8]([C:26]1([C:31]2[CH:36]=[CH:35][C:34]([C:37]3[CH:42]=[CH:41][CH:40]=[CH:39][CH:38]=3)=[CH:33][CH:32]=2)[CH:30]=[CH:29][NH:28][CH2:27]1)[C:9]([NH:11]N1[C@@H](CC2C=CC=CC=2)COC1(C)C)=[O:10])(C)(C)C.[Li+].[OH-].[CH3:46][CH2:47][OH:48].Cl. The catalyst is C1COCC1.O. The product is [CH2:26]([C@H:46]([NH:11][C:9](=[O:10])[C@H:8]([C:26]1([C:31]2[CH:32]=[CH:33][C:34]([C:37]3[CH:38]=[CH:39][CH:40]=[CH:41][CH:42]=3)=[CH:35][CH:36]=2)[CH:30]=[CH:29][NH:28][CH2:27]1)[CH2:7][C:6]([OH:5])=[O:43])[CH2:47][OH:48])[C:31]1[CH:36]=[CH:35][CH:34]=[CH:33][CH:32]=1. The yield is 0.490.